Dataset: CYP3A4 inhibition data for predicting drug metabolism from PubChem BioAssay. Task: Regression/Classification. Given a drug SMILES string, predict its absorption, distribution, metabolism, or excretion properties. Task type varies by dataset: regression for continuous measurements (e.g., permeability, clearance, half-life) or binary classification for categorical outcomes (e.g., BBB penetration, CYP inhibition). Dataset: cyp3a4_veith. The result is 0 (non-inhibitor). The drug is CC(C)NC(=O)N1CC2(CCN(C(=O)c3ccco3)CC2)C1.